From a dataset of NCI-60 drug combinations with 297,098 pairs across 59 cell lines. Regression. Given two drug SMILES strings and cell line genomic features, predict the synergy score measuring deviation from expected non-interaction effect. (1) Drug 1: CCCCCOC(=O)NC1=NC(=O)N(C=C1F)C2C(C(C(O2)C)O)O. Drug 2: CC1CCC2CC(C(=CC=CC=CC(CC(C(=O)C(C(C(=CC(C(=O)CC(OC(=O)C3CCCCN3C(=O)C(=O)C1(O2)O)C(C)CC4CCC(C(C4)OC)O)C)C)O)OC)C)C)C)OC. Cell line: OVCAR-8. Synergy scores: CSS=14.6, Synergy_ZIP=-1.61, Synergy_Bliss=5.13, Synergy_Loewe=-6.72, Synergy_HSA=2.39. (2) Drug 2: CC1=C(C=C(C=C1)NC(=O)C2=CC=C(C=C2)CN3CCN(CC3)C)NC4=NC=CC(=N4)C5=CN=CC=C5. Synergy scores: CSS=0.987, Synergy_ZIP=-4.54, Synergy_Bliss=3.41, Synergy_Loewe=-3.97, Synergy_HSA=-0.802. Drug 1: C1CCC(CC1)NC(=O)N(CCCl)N=O. Cell line: BT-549. (3) Synergy scores: CSS=54.2, Synergy_ZIP=5.68, Synergy_Bliss=3.79, Synergy_Loewe=-14.2, Synergy_HSA=3.49. Drug 1: CC1=C2C(C(=O)C3(C(CC4C(C3C(C(C2(C)C)(CC1OC(=O)C(C(C5=CC=CC=C5)NC(=O)OC(C)(C)C)O)O)OC(=O)C6=CC=CC=C6)(CO4)OC(=O)C)OC)C)OC. Cell line: HT29. Drug 2: CC1=C(C=C(C=C1)NC(=O)C2=CC=C(C=C2)CN3CCN(CC3)C)NC4=NC=CC(=N4)C5=CN=CC=C5.